Dataset: Experimentally validated miRNA-target interactions with 360,000+ pairs, plus equal number of negative samples. Task: Binary Classification. Given a miRNA mature sequence and a target amino acid sequence, predict their likelihood of interaction. (1) The miRNA is hsa-miR-3193 with sequence UCCUGCGUAGGAUCUGAGGAGU. The protein sequence of the target gene is MSGFSTEERAAPFSLEYRVFLKNEKGQYISPFHDIPIYADKDVFHMVVEVPRWSNAKMEIATKDPLNPIKQDVKKGKLRYVANLFPYKGYIWNYGAIPQTWEDPGHNDKHTGCCGDNDPIDVCEIGSKVCARGEIIGVKVLGILAMIDEGETDWKVIAINVDDPDAANYNDINDVKRLKPGYLEATVDWFRRYKVPDGKPENEFAFNAEFKDKDFAIDIIKSTHDHWKALVTKKTNGKGISCMNTTLSESPFKCDPDAARAIVDALPPPCESACTVPTDVDKWFHHQKN. Result: 0 (no interaction). (2) The miRNA is hsa-miR-92b-5p with sequence AGGGACGGGACGCGGUGCAGUG. The protein sequence of the target gene is MFQLPVNNLGSLRKARKTVKKILSDIGLEYCKEHIEDFKQFEPNDFYLKNTTWEDVGLWDPSLTKNQDYRTKPFCCSACPFSSKFFSAYKSHFRNVHSEDFENRILLNCPYCTFNADKKTLETHIKIFHAPNASAPSSSLSTFKDKNKNDGLKPKQADSVEQAVYYCKKCTYRDPLYEIVRKHIYREHFQHVAAPYIAKAGEKSLNGAVPLGSNAREESSIHCKRCLFMPKSYEALVQHVIEDHERIGYQVTAMIGHTNVVVPRSKPLMLIAPKPQDKKSMGLPPRIGSLASGNVRSLPS.... Result: 0 (no interaction). (3) The miRNA is hsa-miR-6872-5p with sequence UCUCGCAUCAGGAGGCAAGG. The protein sequence of the target gene is MALRPGREGGESSAALATAQARFSRGEFAEARELYSAFIGQCARHGSKCSPEDLATAYNNRGQTKYFSVDFYEAMDDYTSAIEILPSFEVPYYNRGLIRYRLGYFDEALEDFKKALDLNPGFQDAVLSLKQTILDKEEKQRRNAEKSY. Result: 0 (no interaction). (4) The miRNA is hsa-miR-572 with sequence GUCCGCUCGGCGGUGGCCCA. The protein sequence of the target gene is MPFSELYFNVDNGYLEGLVRGFKAGILSQADYLNLVQCETLEDLKLHLQSTDYGSFLANEASPLTVSVIDDKLKEKMVVEFRHMRNQSYEPLASFMDFITYSYMIDNVILLITGTLHQRAISELVPKCHPLGSFEQMEAVNIAQTPAELYNAILVDTPLAAFFQDCISEQDLDEMNIEIIRNTLYKAYLEAFYKFCTTLGGTTADTMCPILEFEADRRAFIITINSFGTELSKEDRAKLFPHCGKLYPEGLAQLARADDYEQVKAVAEYYPEYKLLFEGAGSNPGDKTLEDRFFEHEVKL.... Result: 0 (no interaction).